Dataset: CYP2C9 inhibition data for predicting drug metabolism from PubChem BioAssay. Task: Regression/Classification. Given a drug SMILES string, predict its absorption, distribution, metabolism, or excretion properties. Task type varies by dataset: regression for continuous measurements (e.g., permeability, clearance, half-life) or binary classification for categorical outcomes (e.g., BBB penetration, CYP inhibition). Dataset: cyp2c9_veith. (1) The drug is c1ccc2c(Nc3ccncc3)nc(-c3ccoc3)nc2c1. The result is 0 (non-inhibitor). (2) The drug is CC1(C)[C@@H]2CC[C@@]1(CS(=O)(=O)O)C(=O)C2.CN1[C@H](c2ccccc2)CC(=NO)C[C@@H]1c1ccccc1. The result is 1 (inhibitor). (3) The compound is Nc1nc(N)c(N=Nc2ccc([As](=O)(O)O)c(O)c2)c(N)n1. The result is 0 (non-inhibitor). (4) The molecule is COc1cccc(CNCc2ccc(SC)cc2)c1OC. The result is 0 (non-inhibitor). (5) The compound is NC(N)=NC[C@H](N)C(=O)O. The result is 0 (non-inhibitor). (6) The drug is Cc1cnc(CNc2cc(-c3cccnc3)ncn2)cn1. The result is 0 (non-inhibitor).